Regression/Classification. Given a drug SMILES string, predict its absorption, distribution, metabolism, or excretion properties. Task type varies by dataset: regression for continuous measurements (e.g., permeability, clearance, half-life) or binary classification for categorical outcomes (e.g., BBB penetration, CYP inhibition). Dataset: cyp2d6_veith. From a dataset of CYP2D6 inhibition data for predicting drug metabolism from PubChem BioAssay. The drug is COCCNC(=O)CCCCCn1c(=S)[nH]c2ccccc2c1=O. The result is 0 (non-inhibitor).